Dataset: Peptide-MHC class I binding affinity with 185,985 pairs from IEDB/IMGT. Task: Regression. Given a peptide amino acid sequence and an MHC pseudo amino acid sequence, predict their binding affinity value. This is MHC class I binding data. (1) The peptide sequence is YLFYGRRRV. The MHC is HLA-A02:03 with pseudo-sequence HLA-A02:03. The binding affinity (normalized) is 1.00. (2) The peptide sequence is RTAPPSLYGR. The MHC is HLA-A30:01 with pseudo-sequence HLA-A30:01. The binding affinity (normalized) is 0.387. (3) The peptide sequence is NIILKANF. The MHC is HLA-A24:02 with pseudo-sequence HLA-A24:02. The binding affinity (normalized) is 0. (4) The peptide sequence is NISLPLYTV. The MHC is HLA-A02:06 with pseudo-sequence HLA-A02:06. The binding affinity (normalized) is 0.936. (5) The peptide sequence is AFVRFSTDK. The MHC is HLA-A02:03 with pseudo-sequence HLA-A02:03. The binding affinity (normalized) is 0. (6) The peptide sequence is AEQASQEVKNW. The MHC is HLA-B18:01 with pseudo-sequence HLA-B18:01. The binding affinity (normalized) is 0. (7) The peptide sequence is IMYDSGAKY. The MHC is HLA-B07:02 with pseudo-sequence HLA-B07:02. The binding affinity (normalized) is 0.0847.